This data is from NCI-60 drug combinations with 297,098 pairs across 59 cell lines. The task is: Regression. Given two drug SMILES strings and cell line genomic features, predict the synergy score measuring deviation from expected non-interaction effect. (1) Drug 1: CC1CC2C3CCC4=CC(=O)C=CC4(C3(C(CC2(C1(C(=O)CO)O)C)O)F)C. Drug 2: CCN(CC)CCNC(=O)C1=C(NC(=C1C)C=C2C3=C(C=CC(=C3)F)NC2=O)C. Cell line: T-47D. Synergy scores: CSS=8.61, Synergy_ZIP=8.44, Synergy_Bliss=6.21, Synergy_Loewe=3.78, Synergy_HSA=3.97. (2) Drug 1: CC1=CC=C(C=C1)C2=CC(=NN2C3=CC=C(C=C3)S(=O)(=O)N)C(F)(F)F. Drug 2: C1=CC=C(C=C1)NC(=O)CCCCCCC(=O)NO. Cell line: SW-620. Synergy scores: CSS=6.06, Synergy_ZIP=-1.90, Synergy_Bliss=-0.969, Synergy_Loewe=-17.3, Synergy_HSA=-3.85. (3) Drug 1: C1CCN(CC1)CCOC2=CC=C(C=C2)C(=O)C3=C(SC4=C3C=CC(=C4)O)C5=CC=C(C=C5)O. Drug 2: C1=NC2=C(N1)C(=S)N=CN2. Cell line: K-562. Synergy scores: CSS=37.8, Synergy_ZIP=2.56, Synergy_Bliss=6.26, Synergy_Loewe=-12.2, Synergy_HSA=2.07. (4) Drug 1: COC1=CC(=CC(=C1O)OC)C2C3C(COC3=O)C(C4=CC5=C(C=C24)OCO5)OC6C(C(C7C(O6)COC(O7)C8=CC=CS8)O)O. Drug 2: CN1C(=O)N2C=NC(=C2N=N1)C(=O)N. Cell line: IGROV1. Synergy scores: CSS=32.3, Synergy_ZIP=-9.78, Synergy_Bliss=-0.915, Synergy_Loewe=-49.9, Synergy_HSA=-2.08. (5) Drug 1: CC1C(C(CC(O1)OC2CC(CC3=C2C(=C4C(=C3O)C(=O)C5=C(C4=O)C(=CC=C5)OC)O)(C(=O)C)O)N)O.Cl. Synergy scores: CSS=4.00, Synergy_ZIP=-4.33, Synergy_Bliss=3.48, Synergy_Loewe=-10.7, Synergy_HSA=-1.08. Cell line: A498. Drug 2: C1CN(CCN1C(=O)CCBr)C(=O)CCBr.